Dataset: Catalyst prediction with 721,799 reactions and 888 catalyst types from USPTO. Task: Predict which catalyst facilitates the given reaction. (1) Reactant: Cl[C:2]1[CH:7]=[C:6]([Cl:8])[N:5]=[CH:4][N:3]=1.[F:9][C:10]([F:25])([F:24])[CH:11]([C:13]1[CH:18]=[CH:17][CH:16]=[CH:15][C:14]=1[N:19]1[CH:23]=[CH:22][CH:21]=[N:20]1)[OH:12].[H-].[Na+]. Product: [Cl:8][C:6]1[CH:7]=[C:2]([O:12][CH:11]([C:13]2[CH:18]=[CH:17][CH:16]=[CH:15][C:14]=2[N:19]2[CH:23]=[CH:22][CH:21]=[N:20]2)[C:10]([F:9])([F:25])[F:24])[N:3]=[CH:4][N:5]=1. The catalyst class is: 1. (2) Reactant: [CH3:1][C:2]1[N:7]([C:8]2[CH:13]=[CH:12][CH:11]=[C:10]([C:14]([F:17])([F:16])[F:15])[CH:9]=2)[C:6](=[O:18])[C:5]([C:19]([OH:21])=O)=[CH:4][C:3]=1[C:22]1[N:26]([CH3:27])[N:25]=[CH:24][CH:23]=1.C(N1C=CN=C1)(N1C=CN=C1)=O.Cl.[CH3:41][S:42]([C:45]1[CH:46]=[CH:47][C:48]([CH2:51][NH2:52])=[N:49][CH:50]=1)(=[O:44])=[O:43].O. Product: [CH3:1][C:2]1[N:7]([C:8]2[CH:13]=[CH:12][CH:11]=[C:10]([C:14]([F:16])([F:15])[F:17])[CH:9]=2)[C:6](=[O:18])[C:5]([C:19]([NH:52][CH2:51][C:48]2[CH:47]=[CH:46][C:45]([S:42]([CH3:41])(=[O:44])=[O:43])=[CH:50][N:49]=2)=[O:21])=[CH:4][C:3]=1[C:22]1[N:26]([CH3:27])[N:25]=[CH:24][CH:23]=1. The catalyst class is: 10.